From a dataset of Peptide-MHC class I binding affinity with 185,985 pairs from IEDB/IMGT. Regression. Given a peptide amino acid sequence and an MHC pseudo amino acid sequence, predict their binding affinity value. This is MHC class I binding data. The peptide sequence is PKKDERGAL. The MHC is HLA-A11:01 with pseudo-sequence HLA-A11:01. The binding affinity (normalized) is 0.0847.